This data is from NCI-60 drug combinations with 297,098 pairs across 59 cell lines. The task is: Regression. Given two drug SMILES strings and cell line genomic features, predict the synergy score measuring deviation from expected non-interaction effect. Drug 1: CC1=C(C=C(C=C1)NC2=NC=CC(=N2)N(C)C3=CC4=NN(C(=C4C=C3)C)C)S(=O)(=O)N.Cl. Drug 2: C(=O)(N)NO. Cell line: IGROV1. Synergy scores: CSS=1.52, Synergy_ZIP=-0.290, Synergy_Bliss=-0.0899, Synergy_Loewe=1.33, Synergy_HSA=0.390.